From a dataset of Merck oncology drug combination screen with 23,052 pairs across 39 cell lines. Regression. Given two drug SMILES strings and cell line genomic features, predict the synergy score measuring deviation from expected non-interaction effect. (1) Drug 1: C#Cc1cccc(Nc2ncnc3cc(OCCOC)c(OCCOC)cc23)c1. Drug 2: O=C(NOCC(O)CO)c1ccc(F)c(F)c1Nc1ccc(I)cc1F. Cell line: LOVO. Synergy scores: synergy=37.2. (2) Drug 1: NC1(c2ccc(-c3nc4ccn5c(=O)[nH]nc5c4cc3-c3ccccc3)cc2)CCC1. Drug 2: COC1=C2CC(C)CC(OC)C(O)C(C)C=C(C)C(OC(N)=O)C(OC)C=CC=C(C)C(=O)NC(=CC1=O)C2=O. Cell line: ES2. Synergy scores: synergy=12.5. (3) Drug 1: N.N.O=C(O)C1(C(=O)O)CCC1.[Pt]. Drug 2: CCc1cnn2c(NCc3ccc[n+]([O-])c3)cc(N3CCCCC3CCO)nc12. Cell line: PA1. Synergy scores: synergy=-7.03. (4) Drug 1: O=C(O)C1(Cc2cccc(Nc3nccs3)n2)CCC(Oc2cccc(Cl)c2F)CC1. Drug 2: CCc1c2c(nc3ccc(O)cc13)-c1cc3c(c(=O)n1C2)COC(=O)C3(O)CC. Cell line: NCIH460. Synergy scores: synergy=-11.7. (5) Cell line: LOVO. Drug 2: Cn1cc(-c2cnn3c(N)c(Br)c(C4CCCNC4)nc23)cn1. Drug 1: Nc1ccn(C2OC(CO)C(O)C2(F)F)c(=O)n1. Synergy scores: synergy=10.3.